Dataset: Forward reaction prediction with 1.9M reactions from USPTO patents (1976-2016). Task: Predict the product of the given reaction. Given the reactants Cl[C:2]1[CH:7]=[CH:6][N:5]=[C:4]2[CH:8]=[C:9]([C:11]3[CH:20]=[CH:19][C:14]4[NH:15][C:16](=O)N[C:13]=4[CH:12]=3)[O:10][C:3]=12.[O:21]1[CH2:26][CH2:25][CH:24]([O:27][C:28]2[CH:35]=[CH:34][C:33](B3OC(C)(C)C(C)(C)O3)=[CH:32][C:29]=2[C:30]#[N:31])[CH2:23][CH2:22]1, predict the reaction product. The product is: [N:15]1([C:14]2[CH:19]=[CH:20][C:11]([C:9]3[O:10][C:3]4[C:4](=[N:5][CH:6]=[CH:7][C:2]=4[C:33]4[CH:34]=[CH:35][C:28]([O:27][CH:24]5[CH2:23][CH2:22][O:21][CH2:26][CH2:25]5)=[C:29]([CH:32]=4)[C:30]#[N:31])[CH:8]=3)=[CH:12][CH:13]=2)[CH2:8][CH2:9][O:10][CH2:3][CH2:16]1.